Predict which catalyst facilitates the given reaction. From a dataset of Catalyst prediction with 721,799 reactions and 888 catalyst types from USPTO. (1) Reactant: [Cl:1][C:2]1[CH:7]=[CH:6][C:5]([CH2:8][NH:9][C@H:10]2[CH2:15][CH2:14][C@@H:13]([O:16][C:17]3[C:18]([Cl:27])=[C:19]4[C:24](=[CH:25][CH:26]=3)[CH:23]=[N:22][CH:21]=[CH:20]4)[CH2:12][CH2:11]2)=[CH:4][C:3]=1[S:28]([N:31]=CN(C)C)(=[O:30])=[O:29].[OH-].[Na+]. Product: [Cl:1][C:2]1[CH:7]=[CH:6][C:5]([CH2:8][NH:9][CH:10]2[CH2:15][CH2:14][CH:13]([O:16][C:17]3[C:18]([Cl:27])=[C:19]4[C:24](=[CH:25][CH:26]=3)[CH:23]=[N:22][CH:21]=[CH:20]4)[CH2:12][CH2:11]2)=[CH:4][C:3]=1[S:28]([NH2:31])(=[O:30])=[O:29]. The catalyst class is: 8. (2) Reactant: [CH2:1]1[CH2:7][S:4](=[O:6])(=[O:5])[O:3][CH2:2]1.[C:8]([NH2:12])([CH3:11])([CH3:10])[CH3:9]. Product: [C:8]([NH:12][CH2:2][CH2:1][CH2:7][S:4]([OH:3])(=[O:6])=[O:5])([CH3:11])([CH3:10])[CH3:9]. The catalyst class is: 11. (3) Reactant: [C:1]([C:5]1[CH:20]=[CH:19][C:8]([C:9]([NH:11][C:12]2[CH:13]=[N:14][C:15](Cl)=[CH:16][CH:17]=2)=[O:10])=[CH:7][C:6]=1[N+:21]([O-:23])=[O:22])([CH3:4])([CH3:3])[CH3:2].[F:24][C:25]1[CH:30]=[CH:29][CH:28]=[CH:27][C:26]=1B(O)O.C(=O)([O-])[O-].[K+].[K+].COCCOC.O. Product: [C:1]([C:5]1[CH:20]=[CH:19][C:8]([C:9]([NH:11][C:12]2[CH:13]=[N:14][C:15]([C:26]3[CH:27]=[CH:28][CH:29]=[CH:30][C:25]=3[F:24])=[CH:16][CH:17]=2)=[O:10])=[CH:7][C:6]=1[N+:21]([O-:23])=[O:22])([CH3:4])([CH3:3])[CH3:2]. The catalyst class is: 229.